Predict the reactants needed to synthesize the given product. From a dataset of Full USPTO retrosynthesis dataset with 1.9M reactions from patents (1976-2016). (1) Given the product [C:1]1([C@@H:7]([NH:9][C:11]2[N:19]=[CH:18][N:17]=[C:16]3[C:12]=2[NH:13][CH:14]=[N:15]3)[CH3:8])[CH:6]=[CH:5][CH:4]=[CH:3][CH:2]=1, predict the reactants needed to synthesize it. The reactants are: [C:1]1([C@@H:7]([NH2:9])[CH3:8])[CH:6]=[CH:5][CH:4]=[CH:3][CH:2]=1.Cl[C:11]1[N:19]=[CH:18][N:17]=[C:16]2[C:12]=1[NH:13][CH:14]=[N:15]2. (2) Given the product [F:1][C:2]1[CH:3]=[CH:4][C:5]([C:8]([CH3:12])([CH3:11])[CH2:9][NH2:10])=[CH:6][CH:7]=1, predict the reactants needed to synthesize it. The reactants are: [F:1][C:2]1[CH:7]=[CH:6][C:5]([C:8]([CH3:12])([CH3:11])[C:9]#[N:10])=[CH:4][CH:3]=1.[H-].[H-].[H-].[H-].[Li+].[Al+3].